This data is from NCI-60 drug combinations with 297,098 pairs across 59 cell lines. The task is: Regression. Given two drug SMILES strings and cell line genomic features, predict the synergy score measuring deviation from expected non-interaction effect. (1) Drug 1: CS(=O)(=O)C1=CC(=C(C=C1)C(=O)NC2=CC(=C(C=C2)Cl)C3=CC=CC=N3)Cl. Drug 2: CC1=CC2C(CCC3(C2CCC3(C(=O)C)OC(=O)C)C)C4(C1=CC(=O)CC4)C. Cell line: SK-MEL-2. Synergy scores: CSS=-10.8, Synergy_ZIP=3.01, Synergy_Bliss=-1.31, Synergy_Loewe=-7.04, Synergy_HSA=-6.41. (2) Drug 1: C1=CC=C(C=C1)NC(=O)CCCCCCC(=O)NO. Drug 2: C#CCC(CC1=CN=C2C(=N1)C(=NC(=N2)N)N)C3=CC=C(C=C3)C(=O)NC(CCC(=O)O)C(=O)O. Cell line: HT29. Synergy scores: CSS=71.8, Synergy_ZIP=8.26, Synergy_Bliss=6.65, Synergy_Loewe=-5.20, Synergy_HSA=6.41. (3) Drug 1: C1CCN(CC1)CCOC2=CC=C(C=C2)C(=O)C3=C(SC4=C3C=CC(=C4)O)C5=CC=C(C=C5)O. Drug 2: CC12CCC3C(C1CCC2=O)CC(=C)C4=CC(=O)C=CC34C. Cell line: MOLT-4. Synergy scores: CSS=30.5, Synergy_ZIP=-1.21, Synergy_Bliss=-6.27, Synergy_Loewe=-5.66, Synergy_HSA=-5.68. (4) Drug 1: C1=CC(=C2C(=C1NCCNCCO)C(=O)C3=C(C=CC(=C3C2=O)O)O)NCCNCCO. Drug 2: CC1=C2C(C(=O)C3(C(CC4C(C3C(C(C2(C)C)(CC1OC(=O)C(C(C5=CC=CC=C5)NC(=O)OC(C)(C)C)O)O)OC(=O)C6=CC=CC=C6)(CO4)OC(=O)C)O)C)O. Cell line: MALME-3M. Synergy scores: CSS=39.8, Synergy_ZIP=0.710, Synergy_Bliss=2.09, Synergy_Loewe=4.18, Synergy_HSA=7.50. (5) Drug 1: CN(C)C1=NC(=NC(=N1)N(C)C)N(C)C. Drug 2: CC1C(C(CC(O1)OC2CC(CC3=C2C(=C4C(=C3O)C(=O)C5=C(C4=O)C(=CC=C5)OC)O)(C(=O)CO)O)N)O.Cl. Cell line: OVCAR-5. Synergy scores: CSS=14.4, Synergy_ZIP=-5.02, Synergy_Bliss=-5.91, Synergy_Loewe=-19.5, Synergy_HSA=-3.31. (6) Drug 2: CC1CCCC2(C(O2)CC(NC(=O)CC(C(C(=O)C(C1O)C)(C)C)O)C(=CC3=CSC(=N3)C)C)C. Synergy scores: CSS=37.5, Synergy_ZIP=5.44, Synergy_Bliss=7.78, Synergy_Loewe=-25.1, Synergy_HSA=3.14. Cell line: CAKI-1. Drug 1: C1CC(C1)(C(=O)O)C(=O)O.[NH2-].[NH2-].[Pt+2]. (7) Drug 1: CCC1(CC2CC(C3=C(CCN(C2)C1)C4=CC=CC=C4N3)(C5=C(C=C6C(=C5)C78CCN9C7C(C=CC9)(C(C(C8N6C)(C(=O)OC)O)OC(=O)C)CC)OC)C(=O)OC)O.OS(=O)(=O)O. Drug 2: C1=NC(=NC(=O)N1C2C(C(C(O2)CO)O)O)N. Cell line: RXF 393. Synergy scores: CSS=18.6, Synergy_ZIP=-7.05, Synergy_Bliss=-1.78, Synergy_Loewe=-1.10, Synergy_HSA=-0.977. (8) Drug 1: CS(=O)(=O)CCNCC1=CC=C(O1)C2=CC3=C(C=C2)N=CN=C3NC4=CC(=C(C=C4)OCC5=CC(=CC=C5)F)Cl. Drug 2: CC1CCCC2(C(O2)CC(NC(=O)CC(C(C(=O)C(C1O)C)(C)C)O)C(=CC3=CSC(=N3)C)C)C. Cell line: OVCAR-8. Synergy scores: CSS=57.4, Synergy_ZIP=1.62, Synergy_Bliss=1.25, Synergy_Loewe=-14.5, Synergy_HSA=0.475.